Dataset: Full USPTO retrosynthesis dataset with 1.9M reactions from patents (1976-2016). Task: Predict the reactants needed to synthesize the given product. Given the product [CH2:12]([C:11]1[NH:10][C:3]2[CH:4]=[CH:5][C:6]([C:8]#[N:9])=[CH:7][C:2]=2[N:1]=1)[C:13]1[CH:18]=[CH:17][CH:16]=[CH:15][CH:14]=1, predict the reactants needed to synthesize it. The reactants are: [NH2:1][C:2]1[CH:7]=[C:6]([C:8]#[N:9])[CH:5]=[CH:4][C:3]=1[NH:10][C:11](=O)[CH2:12][C:13]1[CH:18]=[CH:17][CH:16]=[CH:15][CH:14]=1.O.C1(C)C=CC(S(O)(=O)=O)=CC=1.[OH-].[Na+].